This data is from Full USPTO retrosynthesis dataset with 1.9M reactions from patents (1976-2016). The task is: Predict the reactants needed to synthesize the given product. Given the product [CH2:41]([NH:43][C:44]([N:33]1[CH2:32][CH2:31][CH:30]([NH:29][C:27]([C:4]2[N:5]([CH3:26])[C:6]3[C:15]4[CH:14]=[CH:13][CH:12]=[CH:11][C:10]=4[N:9]([CH2:16][C:17](=[O:24])[C:18]4[CH:23]=[CH:22][CH:21]=[CH:20][CH:19]=4)[C:8](=[O:25])[C:7]=3[C:3]=2[O:2][CH3:1])=[O:28])[CH2:35][CH2:34]1)=[O:45])[CH3:42], predict the reactants needed to synthesize it. The reactants are: [CH3:1][O:2][C:3]1[C:7]2[C:8](=[O:25])[N:9]([CH2:16][C:17](=[O:24])[C:18]3[CH:23]=[CH:22][CH:21]=[CH:20][CH:19]=3)[C:10]3[CH:11]=[CH:12][CH:13]=[CH:14][C:15]=3[C:6]=2[N:5]([CH3:26])[C:4]=1[C:27]([NH:29][CH:30]1[CH2:35][CH2:34][NH:33][CH2:32][CH2:31]1)=[O:28].C1COCC1.[CH2:41]([N:43]=[C:44]=[O:45])[CH3:42].